From a dataset of Peptide-MHC class II binding affinity with 134,281 pairs from IEDB. Regression. Given a peptide amino acid sequence and an MHC pseudo amino acid sequence, predict their binding affinity value. This is MHC class II binding data. The peptide sequence is PTPVNIIGRNMLTQIGC. The MHC is HLA-DQA10301-DQB10301 with pseudo-sequence HLA-DQA10301-DQB10301. The binding affinity (normalized) is 0.242.